Dataset: Peptide-MHC class I binding affinity with 185,985 pairs from IEDB/IMGT. Task: Regression. Given a peptide amino acid sequence and an MHC pseudo amino acid sequence, predict their binding affinity value. This is MHC class I binding data. (1) The peptide sequence is SPMETTAEF. The MHC is HLA-A02:06 with pseudo-sequence HLA-A02:06. The binding affinity (normalized) is 0.0847. (2) The peptide sequence is FGFCYLSHW. The MHC is Mamu-B17 with pseudo-sequence Mamu-B17. The binding affinity (normalized) is 0.655. (3) The peptide sequence is MSADNAGAL. The MHC is HLA-A02:01 with pseudo-sequence HLA-A02:01. The binding affinity (normalized) is 0.0847. (4) The peptide sequence is EIYKRWII. The MHC is HLA-A02:01 with pseudo-sequence HLA-A02:01. The binding affinity (normalized) is 0. (5) The peptide sequence is RWRVYLRRK. The MHC is HLA-A26:02 with pseudo-sequence HLA-A26:02. The binding affinity (normalized) is 0.0847. (6) The peptide sequence is HFQKDAKVL. The MHC is HLA-A02:01 with pseudo-sequence HLA-A02:01. The binding affinity (normalized) is 0.0847.